Dataset: Catalyst prediction with 721,799 reactions and 888 catalyst types from USPTO. Task: Predict which catalyst facilitates the given reaction. (1) Reactant: [CH3:1][C:2]1[C:6]([C:7]2[CH:12]=[CH:11][N:10]=[C:9](SC)[N:8]=2)=[C:5]([CH3:15])[O:4][N:3]=1.O[O:17][S:18]([O-:20])=O.[K+].[C:22]([O-])(O)=O.[Na+]. Product: [CH3:1][C:2]1[C:6]([C:7]2[CH:12]=[CH:11][N:10]=[C:9]([S:18]([CH3:22])(=[O:20])=[O:17])[N:8]=2)=[C:5]([CH3:15])[O:4][N:3]=1. The catalyst class is: 5. (2) Reactant: [CH:1]1[C:14]2[C:5](=[CH:6][C:7]3[C:12]([C:13]=2[N:15]2[CH:19]=[CH:18][NH:17][CH2:16]2)=[CH:11][CH:10]=[CH:9][CH:8]=3)[CH:4]=[CH:3][CH:2]=1.[Br:20][CH2:21][CH2:22][CH2:23][CH2:24][CH2:25][CH2:26][CH2:27][CH2:28][CH2:29][CH2:30][CH2:31][CH3:32]. Product: [Br-:20].[CH:1]1[C:14]2[C:5](=[CH:6][C:7]3[C:12]([C:13]=2[N:15]2[CH:19]=[CH:18][NH+:17]([CH2:32][CH2:31][CH2:30][CH2:29][CH2:28][CH2:27][CH2:26][CH2:25][CH2:24][CH2:23][CH2:22][CH3:21])[CH2:16]2)=[CH:11][CH:10]=[CH:9][CH:8]=3)[CH:4]=[CH:3][CH:2]=1. The catalyst class is: 2.